Dataset: NCI-60 drug combinations with 297,098 pairs across 59 cell lines. Task: Regression. Given two drug SMILES strings and cell line genomic features, predict the synergy score measuring deviation from expected non-interaction effect. (1) Drug 1: C1=CC=C(C=C1)NC(=O)CCCCCCC(=O)NO. Drug 2: C(CN)CNCCSP(=O)(O)O. Cell line: HT29. Synergy scores: CSS=4.51, Synergy_ZIP=0.834, Synergy_Bliss=-0.203, Synergy_Loewe=-12.2, Synergy_HSA=-5.14. (2) Cell line: MOLT-4. Drug 1: C1=CC=C(C=C1)NC(=O)CCCCCCC(=O)NO. Synergy scores: CSS=68.2, Synergy_ZIP=-0.925, Synergy_Bliss=0.130, Synergy_Loewe=-5.94, Synergy_HSA=1.79. Drug 2: CN(CCCl)CCCl.Cl. (3) Drug 1: CS(=O)(=O)C1=CC(=C(C=C1)C(=O)NC2=CC(=C(C=C2)Cl)C3=CC=CC=N3)Cl. Drug 2: B(C(CC(C)C)NC(=O)C(CC1=CC=CC=C1)NC(=O)C2=NC=CN=C2)(O)O. Cell line: 786-0. Synergy scores: CSS=14.4, Synergy_ZIP=-2.50, Synergy_Bliss=3.80, Synergy_Loewe=4.83, Synergy_HSA=4.72. (4) Drug 1: C1=NNC2=C1C(=O)NC=N2. Drug 2: CC1C(C(CC(O1)OC2CC(CC3=C2C(=C4C(=C3O)C(=O)C5=C(C4=O)C(=CC=C5)OC)O)(C(=O)CO)O)N)O.Cl. Cell line: SNB-19. Synergy scores: CSS=38.7, Synergy_ZIP=0.570, Synergy_Bliss=-0.943, Synergy_Loewe=-27.4, Synergy_HSA=-0.670. (5) Drug 1: CCC1(CC2CC(C3=C(CCN(C2)C1)C4=CC=CC=C4N3)(C5=C(C=C6C(=C5)C78CCN9C7C(C=CC9)(C(C(C8N6C=O)(C(=O)OC)O)OC(=O)C)CC)OC)C(=O)OC)O.OS(=O)(=O)O. Drug 2: N.N.Cl[Pt+2]Cl. Cell line: CAKI-1. Synergy scores: CSS=34.6, Synergy_ZIP=-12.0, Synergy_Bliss=-4.66, Synergy_Loewe=-1.77, Synergy_HSA=-0.217.